Dataset: Forward reaction prediction with 1.9M reactions from USPTO patents (1976-2016). Task: Predict the product of the given reaction. (1) Given the reactants [NH2:1][C:2]1[CH:3]=[C:4]([O:22][CH3:23])[C:5]([O:13][C:14]2[CH:19]=[CH:18][C:17]([Cl:20])=[C:16]([Cl:21])[CH:15]=2)=[C:6]2[C:11]=1[N:10]=[CH:9][CH:8]=[C:7]2[CH3:12].O=[C:25]([CH3:40])[CH2:26][CH2:27][CH2:28][N:29]1[C:33](=[O:34])[C:32]2=[CH:35][CH:36]=[CH:37][CH:38]=[C:31]2[C:30]1=[O:39].[BH4-].[Na+].[OH-].[Na+].[C:45](O)(=O)C, predict the reaction product. The product is: [Cl:21][C:16]1[CH:15]=[C:14]([CH:19]=[CH:18][C:17]=1[Cl:20])[O:13][C:5]1[C:4]([O:22][CH3:23])=[CH:3][C:2]([NH:1][CH:25]([CH3:40])[CH2:26][CH2:27][CH2:28][N:29]2[C:33](=[O:34])[C:32]3=[CH:35][CH:36]=[CH:37][CH:38]=[C:31]3[C:30]2=[O:39])=[C:11]2[C:6]=1[CH:7]=[CH:8][CH2:9][N:10]2[CH3:45].[Cl:21][C:16]1[CH:15]=[C:14]([CH:19]=[CH:18][C:17]=1[Cl:20])[O:13][C:5]1[C:4]([O:22][CH3:23])=[CH:3][C:2]([NH:1][CH:25]([CH3:40])[CH2:26][CH2:27][CH2:28][N:29]2[C:33](=[O:34])[C:32]3=[CH:35][CH:36]=[CH:37][CH:38]=[C:31]3[C:30]2=[O:39])=[C:11]2[C:6]=1[C:7]([CH3:12])=[CH:8][CH:9]=[N:10]2. (2) Given the reactants Br[C:2]1[CH:3]=[CH:4][C:5]([C:8]#[N:9])=[N:6][CH:7]=1.[O:10]1[CH2:15][CH2:14][CH:13]([SH:16])[CH2:12][CH2:11]1.C(=O)([O-])[O-].[K+].[K+], predict the reaction product. The product is: [O:10]1[CH2:15][CH2:14][CH:13]([S:16][C:2]2[CH:3]=[CH:4][C:5]([C:8]#[N:9])=[N:6][CH:7]=2)[CH2:12][CH2:11]1. (3) Given the reactants CO[C:3](=[O:31])[CH2:4][CH2:5][CH2:6][CH2:7][CH2:8][O:9][C:10]1[CH:11]=[CH:12][C:13]2[N:17]=[C:16]([N:18]3[CH2:23][CH2:22][O:21][CH2:20][CH2:19]3)[N:15]([C:24]3[CH:29]=[CH:28][CH:27]=[CH:26][CH:25]=3)[C:14]=2[CH:30]=1.[CH3:32][O:33][CH2:34][CH2:35][CH2:36][NH2:37], predict the reaction product. The product is: [CH3:32][O:33][CH2:34][CH2:35][CH2:36][NH:37][C:3](=[O:31])[CH2:4][CH2:5][CH2:6][CH2:7][CH2:8][O:9][C:10]1[CH:11]=[CH:12][C:13]2[N:17]=[C:16]([N:18]3[CH2:19][CH2:20][O:21][CH2:22][CH2:23]3)[N:15]([C:24]3[CH:25]=[CH:26][CH:27]=[CH:28][CH:29]=3)[C:14]=2[CH:30]=1. (4) Given the reactants [NH:1]1[C:9]2[C:4](=[CH:5][CH:6]=[CH:7][CH:8]=2)[C:3]([C:10](=[O:15])[C:11]([O:13][CH3:14])=[O:12])=[CH:2]1.[CH3:16]I.O.Cl, predict the reaction product. The product is: [CH3:16][N:1]1[C:9]2[C:4](=[CH:5][CH:6]=[CH:7][CH:8]=2)[C:3]([C:10](=[O:15])[C:11]([O:13][CH3:14])=[O:12])=[CH:2]1. (5) Given the reactants [CH2:1]([O:8][C:9]1[CH:18]=[C:17]2[C:12]([C:13](=O)[NH:14][CH:15]=[N:16]2)=[C:11]([O:20][CH:21]2[CH2:26][CH2:25][O:24][CH2:23][CH2:22]2)[CH:10]=1)[C:2]1[CH:7]=[CH:6][CH:5]=[CH:4][CH:3]=1.P(Cl)(Cl)([Cl:29])=O.C(N(C(C)C)CC)(C)C, predict the reaction product. The product is: [CH2:1]([O:8][C:9]1[CH:18]=[C:17]2[C:12]([C:13]([Cl:29])=[N:14][CH:15]=[N:16]2)=[C:11]([O:20][CH:21]2[CH2:26][CH2:25][O:24][CH2:23][CH2:22]2)[CH:10]=1)[C:2]1[CH:7]=[CH:6][CH:5]=[CH:4][CH:3]=1. (6) Given the reactants [NH2:1][C:2]1[N:6]([C:7]2[CH:12]=[CH:11][C:10]([CH2:13][OH:14])=[CH:9][CH:8]=2)[N:5]=[C:4]([C:15]([CH3:18])([CH3:17])[CH3:16])[CH:3]=1.[OH-].[Na+].Cl[C:22]([O:24][CH2:25][C:26]([Cl:29])([Cl:28])[Cl:27])=[O:23], predict the reaction product. The product is: [Cl:27][C:26]([Cl:29])([Cl:28])[CH2:25][O:24][C:22](=[O:23])[NH:1][C:2]1[N:6]([C:7]2[CH:12]=[CH:11][C:10]([CH2:13][OH:14])=[CH:9][CH:8]=2)[N:5]=[C:4]([C:15]([CH3:18])([CH3:17])[CH3:16])[CH:3]=1. (7) Given the reactants [CH2:1]([N:3]([CH2:11][C:12]1[CH:13]=[N:14][CH:15]=[C:16]([C:19]2[CH:20]=[C:21]3[C:25](=[CH:26][CH:27]=2)[N:24]([CH:28]2[CH2:33][CH2:32][CH2:31][CH2:30][O:29]2)[N:23]=[C:22]3[C:34]2[NH:35][C:36]([C:39]([NH:41][CH2:42][C:43]3C=NC=CC=3)=[O:40])=[CH:37][N:38]=2)[C:17]=1[CH3:18])[C:4](=[O:10])[O:5][C:6]([CH3:9])([CH3:8])[CH3:7])[CH3:2].C(OC(N(CC1C(C)=C(C2C=C3C(=CC=2)N(C2CCCCO2)N=C3C2NC(C(O)=O)=CN=2)C=NC=1)CC)=O)(C)(C)C.C(N(C(C)C)CC)(C)C.C(N)C.C1COCC1.CN(C(ON1N=NC2C=CC=NC1=2)=[N+](C)C)C.F[P-](F)(F)(F)(F)F, predict the reaction product. The product is: [CH2:1]([N:3]([CH2:11][C:12]1[CH:13]=[N:14][CH:15]=[C:16]([C:19]2[CH:20]=[C:21]3[C:25](=[CH:26][CH:27]=2)[N:24]([CH:28]2[CH2:33][CH2:32][CH2:31][CH2:30][O:29]2)[N:23]=[C:22]3[C:34]2[NH:35][C:36]([C:39]([NH:41][CH2:42][CH3:43])=[O:40])=[CH:37][N:38]=2)[C:17]=1[CH3:18])[C:4](=[O:10])[O:5][C:6]([CH3:9])([CH3:8])[CH3:7])[CH3:2]. (8) The product is: [Cl:27][C:28]1[CH:33]=[C:32]([Cl:34])[CH:31]=[CH:30][C:29]=1[CH:35]1[CH2:44][CH2:43][C:42]2[C:37](=[CH:38][CH:39]=[C:40]([O:45][C:7]3[CH:6]=[CH:5][C:4]([N+:1]([O-:3])=[O:2])=[CH:9][N:8]=3)[CH:41]=2)[O:36]1. Given the reactants [N+:1]([C:4]1[CH:5]=[CH:6][C:7](OC2C=C3C(=CC=2)OC(C2C=CC=CC=2)CC3)=[N:8][CH:9]=1)([O-:3])=[O:2].[Cl:27][C:28]1[CH:33]=[C:32]([Cl:34])[CH:31]=[CH:30][C:29]=1[CH:35]1[CH2:44][CH2:43][C:42]2[C:37](=[CH:38][CH:39]=[C:40]([OH:45])[CH:41]=2)[O:36]1, predict the reaction product. (9) Given the reactants II.C1C=CC(P(C2C=CC=CC=2)C2C=CC=CC=2)=CC=1.C(N(CC)CC)C.[CH2:29]([O:36][C:37]([N:39]1[CH2:44][CH2:43][CH2:42][CH2:41][C@H:40]1[C:45]([NH:47][NH:48][C:49](=O)[CH2:50][C:51]1[CH:56]=[CH:55][CH:54]=[CH:53][CH:52]=1)=[O:46])=[O:38])[C:30]1[CH:35]=[CH:34][CH:33]=[CH:32][CH:31]=1, predict the reaction product. The product is: [CH2:29]([O:36][C:37]([N:39]1[CH2:44][CH2:43][CH2:42][CH2:41][C@H:40]1[C:45]1[O:46][C:49]([CH2:50][C:51]2[CH:52]=[CH:53][CH:54]=[CH:55][CH:56]=2)=[N:48][N:47]=1)=[O:38])[C:30]1[CH:35]=[CH:34][CH:33]=[CH:32][CH:31]=1.